Dataset: Forward reaction prediction with 1.9M reactions from USPTO patents (1976-2016). Task: Predict the product of the given reaction. (1) Given the reactants [B:10]1([B:10]2[O:14][C:13]([CH3:16])([CH3:15])[C:12]([CH3:18])([CH3:17])[O:11]2)[O:14][C:13]([CH3:16])([CH3:15])[C:12]([CH3:18])([CH3:17])[O:11]1.Br[C:20]1[CH:25]=[CH:24][C:23]([C:26]2[N:31]=[C:30]3[N:32]=[C:33]([O:35][C@H:36]4[CH2:41][O:40][C@H:39]([CH2:42][OH:43])[C@@H:38]([OH:44])[CH2:37]4)[NH:34][C:29]3=[CH:28][C:27]=2[Cl:45])=[CH:22][CH:21]=1.C([O-])(=O)C.[K+], predict the reaction product. The product is: [Cl:45][C:27]1[CH:28]=[C:29]2[NH:34][C:33]([O:35][C@H:36]3[CH2:41][O:40][C@H:39]([CH2:42][OH:43])[C@@H:38]([OH:44])[CH2:37]3)=[N:32][C:30]2=[N:31][C:26]=1[C:23]1[CH:24]=[CH:25][C:20]([B:10]2[O:11][C:12]([CH3:17])([CH3:18])[C:13]([CH3:15])([CH3:16])[O:14]2)=[CH:21][CH:22]=1. (2) Given the reactants [C:1]([C:5]1[CH:6]=[C:7]2[C:12](=[CH:13][CH:14]=1)[C:11](=[O:15])[NH:10][C:9](=[O:16])[CH2:8]2)([CH3:4])([CH3:3])[CH3:2].[CH3:17][O:18][CH:19](OC)OC, predict the reaction product. The product is: [C:1]([C:5]1[CH:6]=[C:7]2[C:12](=[CH:13][CH:14]=1)[C:11](=[O:15])[NH:10][C:9](=[O:16])[C:8]2=[CH:17][O:18][CH3:19])([CH3:4])([CH3:2])[CH3:3]. (3) Given the reactants C([O:3][C:4]([C:6]1[C:7]([C:25]2[C:26]([CH3:31])=[N:27][O:28][C:29]=2[CH3:30])=[N:8][N:9]([CH2:11][C:12]2[CH:17]=[CH:16][C:15]([CH2:18][N:19]3[CH:23]=[C:22]([CH3:24])[CH:21]=[N:20]3)=[CH:14][CH:13]=2)[CH:10]=1)=[O:5])C.[OH-].[Li+], predict the reaction product. The product is: [CH3:31][C:26]1[C:25]([C:7]2[C:6]([C:4]([OH:5])=[O:3])=[CH:10][N:9]([CH2:11][C:12]3[CH:13]=[CH:14][C:15]([CH2:18][N:19]4[CH:23]=[C:22]([CH3:24])[CH:21]=[N:20]4)=[CH:16][CH:17]=3)[N:8]=2)=[C:29]([CH3:30])[O:28][N:27]=1. (4) Given the reactants [CH2:1]([O:3][C:4]1[CH:5]=[C:6]([C@H:12]([N:18]2[C:26](=[O:27])[C:25]3[C:20](=[CH:21][CH:22]=[CH:23][C:24]=3[NH:28][C:29]([CH:31]3[CH2:33][CH2:32]3)=[O:30])[CH2:19]2)[CH2:13][C:14](=[O:17])[NH:15][OH:16])[CH:7]=[CH:8][C:9]=1[O:10][CH3:11])[CH3:2].[CH3:34][C:35]([CH3:40])([CH3:39])[C:36](Cl)=[O:37], predict the reaction product. The product is: [CH3:34][C:35]([CH3:40])([CH3:39])[C:36]([O:16][NH:15][C:14]([CH2:13][C@@H:12]([N:18]1[C:26](=[O:27])[C:25]2[C:20](=[CH:21][CH:22]=[CH:23][C:24]=2[NH:28][C:29]([CH:31]2[CH2:33][CH2:32]2)=[O:30])[CH2:19]1)[C:6]1[CH:7]=[CH:8][C:9]([O:10][CH3:11])=[C:4]([O:3][CH2:1][CH3:2])[CH:5]=1)=[O:17])=[O:37]. (5) Given the reactants [C:1]([O:5][C:6]([NH:8][CH2:9][CH2:10][CH2:11][CH2:12][CH2:13][S:14]([N:17]([C:19]1[N:28]=[C:27]([C:29]([O:31][CH3:32])=[O:30])[C:26]([OH:33])=[C:25]2[C:20]=1[CH:21]=[CH:22][CH:23]=[N:24]2)[CH3:18])(=[O:16])=[O:15])=[O:7])([CH3:4])([CH3:3])[CH3:2].C([O-])([O-])=O.[Cs+].[Cs+].[CH2:40](Br)[C:41]1[CH:46]=[CH:45][CH:44]=[CH:43][CH:42]=1, predict the reaction product. The product is: [CH2:40]([O:33][C:26]1[C:27]([C:29]([O:31][CH3:32])=[O:30])=[N:28][C:19]([N:17]([CH3:18])[S:14]([CH2:13][CH2:12][CH2:11][CH2:10][CH2:9][NH:8][C:6]([O:5][C:1]([CH3:4])([CH3:3])[CH3:2])=[O:7])(=[O:16])=[O:15])=[C:20]2[C:25]=1[N:24]=[CH:23][CH:22]=[CH:21]2)[C:41]1[CH:46]=[CH:45][CH:44]=[CH:43][CH:42]=1. (6) Given the reactants [F:1][C:2]([F:13])([F:12])[C:3]1[CH:11]=[CH:10][C:6]([CH:7]=[N:8]O)=[CH:5][CH:4]=1.[ClH:14], predict the reaction product. The product is: [ClH:14].[F:1][C:2]([F:12])([F:13])[C:3]1[CH:11]=[CH:10][C:6]([CH2:7][NH2:8])=[CH:5][CH:4]=1. (7) The product is: [C:1]([O:5][C:6]([N:8]1[CH2:13][CH2:12][CH:11]([O:14][C:15]2[CH:24]=[C:23]([O:25][CH:26]([CH3:31])[CH3:27])[CH:22]=[CH:21][C:16]=2[C:17]([O:19][CH3:20])=[O:18])[CH2:10][CH2:9]1)=[O:7])([CH3:4])([CH3:2])[CH3:3]. Given the reactants [C:1]([O:5][C:6]([N:8]1[CH2:13][CH2:12][CH:11]([O:14][C:15]2[CH:24]=[C:23]([OH:25])[CH:22]=[CH:21][C:16]=2[C:17]([O:19][CH3:20])=[O:18])[CH2:10][CH2:9]1)=[O:7])([CH3:4])([CH3:3])[CH3:2].[C:26]1(P(C2C=CC=CC=2)C2C=CC=CC=2)[CH:31]=CC=C[CH:27]=1.C(O)(C)C.N(C(OC(C)C)=O)=NC(OC(C)C)=O, predict the reaction product.